This data is from Full USPTO retrosynthesis dataset with 1.9M reactions from patents (1976-2016). The task is: Predict the reactants needed to synthesize the given product. (1) Given the product [C:1]([C:3]1[CH:15]=[C:14]2[C:6]([C:7]3[C:8](=[O:30])[C:9]4[CH:21]=[CH:20][C:19]([S:31][CH2:32][CH2:33][C:34]([OH:36])=[O:35])=[CH:18][C:10]=4[C:11]([CH3:17])([CH3:16])[C:12]=3[NH:13]2)=[CH:5][CH:4]=1)#[N:2], predict the reactants needed to synthesize it. The reactants are: [C:1]([C:3]1[CH:15]=[C:14]2[C:6]([C:7]3[C:8](=[O:30])[C:9]4[CH:21]=[CH:20][C:19](OS(C(F)(F)F)(=O)=O)=[CH:18][C:10]=4[C:11]([CH3:17])([CH3:16])[C:12]=3[NH:13]2)=[CH:5][CH:4]=1)#[N:2].[SH:31][CH2:32][CH2:33][C:34]([OH:36])=[O:35]. (2) Given the product [F:1][C:2]1[CH:3]=[CH:4][C:5]([C:8]2[O:9][C:10]3[CH:20]=[C:19]([N:21]([CH2:48][CH2:49][OH:41])[S:22]([CH3:25])(=[O:23])=[O:24])[C:18]([C:26]4[CH:27]=[CH:28][CH:29]=[CH:30][CH:31]=4)=[CH:17][C:11]=3[C:12]=2[C:13]([NH:15][CH3:16])=[O:14])=[CH:6][CH:7]=1, predict the reactants needed to synthesize it. The reactants are: [F:1][C:2]1[CH:7]=[CH:6][C:5]([C:8]2[O:9][C:10]3[CH:20]=[C:19]([NH:21][S:22]([CH3:25])(=[O:24])=[O:23])[C:18]([C:26]4[CH:31]=[CH:30][CH:29]=[CH:28][CH:27]=4)=[CH:17][C:11]=3[C:12]=2[C:13]([NH:15][CH3:16])=[O:14])=[CH:4][CH:3]=1.C1C=CC2N([OH:41])N=NC=2C=1.CCN=C=NC[CH2:48][CH2:49]N(C)C.CN.CCN(CC)CC. (3) Given the product [C:1]([O:5][C@@H:6]([C:12]1[C:37]([CH3:38])=[CH:36][C:15]2[N:16]=[C:17]([N:19]3[CH:24]=[CH:23][N:22]=[C:21]([C:25]4[CH:26]=[C:27]5[C:31](=[CH:32][CH:33]=4)[N:30]([CH3:34])[N:29]=[CH:28]5)[C:20]3=[O:35])[S:18][C:14]=2[C:13]=1[C:39]1[CH:44]=[CH:43][C:42]([Cl:45])=[CH:41][CH:40]=1)[C:7]([OH:9])=[O:8])([CH3:4])([CH3:2])[CH3:3], predict the reactants needed to synthesize it. The reactants are: [C:1]([O:5][C@@H:6]([C:12]1[C:37]([CH3:38])=[CH:36][C:15]2[N:16]=[C:17]([N:19]3[CH:24]=[CH:23][N:22]=[C:21]([C:25]4[CH:26]=[C:27]5[C:31](=[CH:32][CH:33]=4)[N:30]([CH3:34])[N:29]=[CH:28]5)[C:20]3=[O:35])[S:18][C:14]=2[C:13]=1[C:39]1[CH:44]=[CH:43][C:42]([Cl:45])=[CH:41][CH:40]=1)[C:7]([O:9]CC)=[O:8])([CH3:4])([CH3:3])[CH3:2].[I-].[Li+]. (4) Given the product [Cl:1][C:2]1[CH:3]=[C:4]([N:8]2[C:12]([CH2:13][NH:14][C:41]([NH:40][C:30]3[CH:31]=[N:32][C:33]([CH2:34][CH2:35][S:36]([CH3:39])(=[O:37])=[O:38])=[C:28]([F:27])[CH:29]=3)=[O:42])=[CH:11][C:10]([CH:15]3[CH2:16][CH2:17]3)=[N:9]2)[CH:5]=[CH:6][CH:7]=1, predict the reactants needed to synthesize it. The reactants are: [Cl:1][C:2]1[CH:3]=[C:4]([N:8]2[C:12]([CH2:13][NH2:14])=[CH:11][C:10]([CH:15]3[CH2:17][CH2:16]3)=[N:9]2)[CH:5]=[CH:6][CH:7]=1.C(N(C(C)C)C(C)C)C.[F:27][C:28]1[CH:29]=[C:30]([NH:40][C:41](=O)[O:42]C2C=CC=CC=2)[CH:31]=[N:32][C:33]=1[CH2:34][CH2:35][S:36]([CH3:39])(=[O:38])=[O:37].